From a dataset of hERG potassium channel inhibition data for cardiac toxicity prediction from Karim et al.. Regression/Classification. Given a drug SMILES string, predict its toxicity properties. Task type varies by dataset: regression for continuous values (e.g., LD50, hERG inhibition percentage) or binary classification for toxic/non-toxic outcomes (e.g., AMES mutagenicity, cardiotoxicity, hepatotoxicity). Dataset: herg_karim. (1) The molecule is Cc1cccnc1CN1CCC2(CC1)C(=O)N(c1ccc(-c3ccno3)cc1)C(=O)N2c1cc(=O)[nH]cn1. The result is 0 (non-blocker). (2) The molecule is Cn1cnc(C(=O)N(Cc2cccc(OC(F)(F)F)c2)C[C@@H]2[C@H]3CN(CC4CC4)C[C@H]32)c1. The result is 1 (blocker).